Dataset: TCR-epitope binding with 47,182 pairs between 192 epitopes and 23,139 TCRs. Task: Binary Classification. Given a T-cell receptor sequence (or CDR3 region) and an epitope sequence, predict whether binding occurs between them. (1) The epitope is QYDPVAALF. The TCR CDR3 sequence is CASSQVSTGETQYF. Result: 1 (the TCR binds to the epitope). (2) The epitope is SQASSRSSSR. The TCR CDR3 sequence is CAIRTGWRVEQFF. Result: 0 (the TCR does not bind to the epitope).